Dataset: Reaction yield outcomes from USPTO patents with 853,638 reactions. Task: Predict the reaction yield, written as a fraction of the theoretical maximum amount of product (1.0 means a 100% yield; for example, 0.34 means a 34% yield). (1) The reactants are [C:1]([OH:24])(=O)[CH2:2][CH2:3]/[CH:4]=[CH:5]\[CH2:6]/[CH:7]=[CH:8]\[CH2:9]/[CH:10]=[CH:11]\[CH2:12]/[CH:13]=[CH:14]\[CH2:15]/[CH:16]=[CH:17]\[CH2:18]/[CH:19]=[CH:20]\[CH2:21][CH3:22].C1C=CC2N(O)N=NC=2C=1.CCN=C=NCCCN(C)C.[CH3:46][CH2:47][CH:48]([O:51][C@H:52]1[C@H:57]([NH:58][C:59]([CH3:61])=[O:60])[C@@H:56]([NH2:62])[CH2:55][C:54]([C:63]([O:65][CH2:66][CH3:67])=[O:64])=[CH:53]1)[CH2:49][CH3:50].OP(O)(O)=O. The catalyst is C(Cl)Cl. The product is [C:59]([NH:58][C@@H:57]1[C@@H:56]([NH:62][C:1](=[O:24])[CH2:2][CH2:3]/[CH:4]=[CH:5]\[CH2:6]/[CH:7]=[CH:8]\[CH2:9]/[CH:10]=[CH:11]\[CH2:12]/[CH:13]=[CH:14]\[CH2:15]/[CH:16]=[CH:17]\[CH2:18]/[CH:19]=[CH:20]\[CH2:21][CH3:22])[CH2:55][C:54]([C:63]([O:65][CH2:66][CH3:67])=[O:64])=[CH:53][C@H:52]1[O:51][CH:48]([CH2:49][CH3:50])[CH2:47][CH3:46])(=[O:60])[CH3:61]. The yield is 0.428. (2) The reactants are [CH3:1][C:2]1[C:3]([CH2:16][C:17]2[O:21][C:20]([C:22]([OH:24])=O)=[CH:19][CH:18]=2)=[CH:4][C:5]2[C:6]([CH3:15])([CH3:14])[CH2:7][CH2:8][C:9]([CH3:13])([CH3:12])[C:10]=2[CH:11]=1.S(Cl)([Cl:27])=O. The catalyst is C(Cl)Cl. The product is [CH3:1][C:2]1[C:3]([CH2:16][C:17]2[O:21][C:20]([C:22]([Cl:27])=[O:24])=[CH:19][CH:18]=2)=[CH:4][C:5]2[C:6]([CH3:15])([CH3:14])[CH2:7][CH2:8][C:9]([CH3:13])([CH3:12])[C:10]=2[CH:11]=1. The yield is 0.800. (3) The reactants are Br[C:2]1[C:3]([C:16]2[CH:21]=[CH:20][CH:19]=[CH:18][CH:17]=2)=[N:4][C:5]2[C:10]([N:11]=1)=[CH:9][C:8]([C:12]([O:14]C)=[O:13])=[CH:7][CH:6]=2.[O:22]1[C:26]2[CH:27]=[CH:28][CH:29]=[C:30](B(O)O)[C:25]=2[O:24][CH2:23]1.C1(P(C2CCCCC2)C2CCCCC2)CCCCC1.[O-]P([O-])([O-])=O.[K+].[K+].[K+].Cl. The catalyst is O1CCOCC1.O.C1C=CC(/C=C/C(/C=C/C2C=CC=CC=2)=O)=CC=1.C1C=CC(/C=C/C(/C=C/C2C=CC=CC=2)=O)=CC=1.C1C=CC(/C=C/C(/C=C/C2C=CC=CC=2)=O)=CC=1.[Pd].[Pd]. The product is [O:22]1[C:26]2[CH:27]=[CH:28][C:29]([C:2]3[C:3]([C:16]4[CH:17]=[CH:18][CH:19]=[CH:20][CH:21]=4)=[N:4][C:5]4[C:10]([N:11]=3)=[CH:9][C:8]([C:12]([OH:14])=[O:13])=[CH:7][CH:6]=4)=[CH:30][C:25]=2[O:24][CH2:23]1. The yield is 0.400. (4) The reactants are [CH3:1][C:2]1[CH:7]=[CH:6][CH:5]=[C:4]([CH3:8])[C:3]=1[C:9]1[C:17]2[O:16][CH:15]([CH2:18][NH2:19])[CH2:14][C:13]=2[CH:12]=[CH:11][CH:10]=1.C(N(C(C)C)CC)(C)C.Cl[C:30]([O:32][CH2:33][C:34]1[CH:39]=[CH:38][CH:37]=[CH:36][CH:35]=1)=[O:31]. No catalyst specified. The product is [CH2:33]([O:32][C:30](=[O:31])[NH:19][CH2:18][CH:15]1[CH2:14][C:13]2[CH:12]=[CH:11][CH:10]=[C:9]([C:3]3[C:4]([CH3:8])=[CH:5][CH:6]=[CH:7][C:2]=3[CH3:1])[C:17]=2[O:16]1)[C:34]1[CH:39]=[CH:38][CH:37]=[CH:36][CH:35]=1. The yield is 0.870.